Dataset: Full USPTO retrosynthesis dataset with 1.9M reactions from patents (1976-2016). Task: Predict the reactants needed to synthesize the given product. (1) Given the product [Cl:25][C:26]1[CH:27]=[CH:28][C:29]([CH2:32][C@@H:33]([NH:58][C:59]([C@@H:61]2[CH2:70][C:69]3[C:64](=[CH:65][CH:66]=[CH:67][CH:68]=3)[CH2:63][NH:62]2)=[O:60])[C:34](=[O:57])[N:35]2[CH2:36][CH2:37][N:38]([C:41]3[CH:46]=[CH:45][CH:44]=[CH:43][C:42]=3[NH:47][S:48]([C:51]3[CH:56]=[CH:55][CH:54]=[CH:53][CH:52]=3)(=[O:49])=[O:50])[CH2:39][CH2:40]2)=[CH:30][CH:31]=1, predict the reactants needed to synthesize it. The reactants are: CS(NC1C=CC=CC=1N1CCN(C(OC(C)(C)C)=O)CC1)(=O)=O.[Cl:25][C:26]1[CH:31]=[CH:30][C:29]([CH2:32][C@@H:33]([NH:58][C:59]([C@@H:61]2[CH2:70][C:69]3[C:64](=[CH:65][CH:66]=[CH:67][CH:68]=3)[CH2:63][N:62]2C(OC(C)(C)C)=O)=[O:60])[C:34](=[O:57])[N:35]2[CH2:40][CH2:39][N:38]([C:41]3[CH:46]=[CH:45][CH:44]=[CH:43][C:42]=3[NH:47][S:48]([C:51]3[CH:56]=[CH:55][CH:54]=[CH:53][CH:52]=3)(=[O:50])=[O:49])[CH2:37][CH2:36]2)=[CH:28][CH:27]=1.NC1C=CC=CC=1N1CCN(C(=O)[C@H](NC([C@@H]2CC3C(=CC=CC=3)CN2C(OC(C)(C)C)=O)=O)CC2C=CC(Cl)=CC=2)CC1.N1C=CC=CC=1.C1(S(Cl)(=O)=O)C=CC=CC=1. (2) Given the product [NH2:8][C@@H:9]([CH2:42][C:43]1[CH:44]=[CH:45][CH:46]=[CH:47][CH:48]=1)[CH2:10][C@H:11]([OH:15])[C@@H:12]([NH:13][C:18](=[O:19])[O:20][CH2:21][C:22]1[CH:23]=[CH:24][CH:25]=[CH:26][CH:27]=1)[CH2:28][C:29]1[CH:30]=[CH:31][C:32]([C:35]2[CH:40]=[CH:39][CH:38]=[C:37]([CH3:41])[N:36]=2)=[CH:33][CH:34]=1, predict the reactants needed to synthesize it. The reactants are: C(OC([NH:8][C@@H:9]([CH2:42][C:43]1[CH:48]=[CH:47][CH:46]=[CH:45][CH:44]=1)[CH2:10][C@@H:11]1[O:15]C(C)(C)[N:13]([C:18]([O:20][CH2:21][C:22]2[CH:27]=[CH:26][CH:25]=[CH:24][CH:23]=2)=[O:19])[C@H:12]1[CH2:28][C:29]1[CH:34]=[CH:33][C:32]([C:35]2[CH:40]=[CH:39][CH:38]=[C:37]([CH3:41])[N:36]=2)=[CH:31][CH:30]=1)=O)(C)(C)C.CO.Cl. (3) The reactants are: C(#N)C.[CH3:4][CH:5]([C:7]1[N:11]([CH2:12][CH2:13][C@@H:14]([OH:22])[CH2:15][C@@H:16]([OH:21])[CH2:17][C:18]([O-:20])=[O:19])[C:10]([C:23]2[CH:24]=[CH:25][C:26]([F:29])=[CH:27][CH:28]=2)=[C:9]([C:30]2[CH:31]=[CH:32][CH:33]=[CH:34][CH:35]=2)[C:8]=1[C:36]([NH:38][C:39]1[CH:40]=[CH:41][CH:42]=[CH:43][CH:44]=1)=[O:37])[CH3:6].[CH3:6][CH:5]([C:7]1[N:11]([CH2:12][CH2:13][C@@H:14]([OH:22])[CH2:15][C@@H:16]([OH:21])[CH2:17][C:18]([O-:20])=[O:19])[C:10]([C:23]2[CH:28]=[CH:27][C:26]([F:29])=[CH:25][CH:24]=2)=[C:9]([C:30]2[CH:35]=[CH:34][CH:33]=[CH:32][CH:31]=2)[C:8]=1[C:36]([NH:38][C:39]1[CH:44]=[CH:43][CH:42]=[CH:41][CH:40]=1)=[O:37])[CH3:4].[Ca+2]. Given the product [CH3:6][CH:5]([C:7]1[N:11]([CH2:12][CH2:13][C@@H:14]([OH:22])[CH2:15][C@@H:16]([OH:21])[CH2:17][C:18]([OH:20])=[O:19])[C:10]([C:23]2[CH:28]=[CH:27][C:26]([F:29])=[CH:25][CH:24]=2)=[C:9]([C:30]2[CH:35]=[CH:34][CH:33]=[CH:32][CH:31]=2)[C:8]=1[C:36]([NH:38][C:39]1[CH:44]=[CH:43][CH:42]=[CH:41][CH:40]=1)=[O:37])[CH3:4], predict the reactants needed to synthesize it. (4) Given the product [Cl:1][C:2]1[N:3]=[C:4]([NH:19][NH:20][C:28](=[O:29])[C@H:27]([CH2:26][CH:21]2[CH2:22][CH2:23][CH2:24][CH2:25]2)[CH2:31][N:32]([O:33][CH2:34][C:35]2[CH:36]=[CH:37][CH:38]=[CH:39][CH:40]=2)[CH:41]=[O:42])[C:5]([F:18])=[C:6]([N:8]2[CH2:9][CH:10]([N:15]([CH3:16])[CH3:17])[CH2:11][C:12]2([CH3:14])[CH3:13])[N:7]=1, predict the reactants needed to synthesize it. The reactants are: [Cl:1][C:2]1[N:7]=[C:6]([N:8]2[C:12]([CH3:14])([CH3:13])[CH2:11][CH:10]([N:15]([CH3:17])[CH3:16])[CH2:9]2)[C:5]([F:18])=[C:4]([NH:19][NH2:20])[N:3]=1.[CH:21]1([CH2:26][C@H:27]([CH2:31][N:32]([CH:41]=[O:42])[O:33][CH2:34][C:35]2[CH:40]=[CH:39][CH:38]=[CH:37][CH:36]=2)[C:28](O)=[O:29])[CH2:25][CH2:24][CH2:23][CH2:22]1.CN1CCOCC1.ON1C2N=CC=CC=2N=N1.C(Cl)CCl.